This data is from Reaction yield outcomes from USPTO patents with 853,638 reactions. The task is: Predict the reaction yield, written as a fraction of the theoretical maximum amount of product (1.0 means a 100% yield; for example, 0.34 means a 34% yield). The reactants are C[CH:2]1[O:6][CH2:5]CC1.C(N([CH2:12][CH3:13])CC)C.[BH3:14].[OH:15][C:16]([C:19]([OH:22])([CH3:21])[CH3:20])([CH3:18])[CH3:17].[C:23]1(C)C=[CH:27][CH:26]=[CH:25][C:24]=1P([C:25]1[CH:26]=[CH:27]C=[CH:23][C:24]=1C)[C:25]1[CH:26]=[CH:27]C=[CH:23][C:24]=1C.[Cl-].[NH4+].[OH2:47]. The catalyst is C([O-])(=O)C.[Pd+2].C([O-])(=O)C. The product is [CH3:23][C:24]1[CH:25]=[CH:26][C:27]([B:14]2[O:22][C:19]([CH3:21])([CH3:20])[C:16]([CH3:18])([CH3:17])[O:15]2)=[C:13]([CH:12]=1)[C:5]([O:6][CH3:2])=[O:47]. The yield is 0.750.